Dataset: Full USPTO retrosynthesis dataset with 1.9M reactions from patents (1976-2016). Task: Predict the reactants needed to synthesize the given product. (1) Given the product [Br:6][C:7]1[C:8]([CH3:16])=[C:9]([CH:13]=[CH:14][CH:15]=1)[C:10]([O:12][CH3:17])=[O:11], predict the reactants needed to synthesize it. The reactants are: S(=O)(=O)(O)O.[Br:6][C:7]1[C:8]([CH3:16])=[C:9]([CH:13]=[CH:14][CH:15]=1)[C:10]([OH:12])=[O:11].[CH3:17]O. (2) Given the product [O:1]1[CH:5]=[CH:4][C:3]([C:6]2[CH:30]=[CH:29][C:9]([O:10][C:11]3[CH:12]=[CH:13][C:14]([S:17]([CH:20]4[CH:25]([C:26]([NH:28][OH:52])=[O:27])[NH:24][CH2:23][CH2:22][S:21]4)(=[O:19])=[O:18])=[CH:15][CH:16]=3)=[CH:8][CH:7]=2)=[CH:2]1, predict the reactants needed to synthesize it. The reactants are: [O:1]1[CH:5]=[CH:4][C:3]([C:6]2[CH:30]=[CH:29][C:9]([O:10][C:11]3[CH:16]=[CH:15][C:14]([S:17]([CH:20]4[CH:25]([C:26]([NH2:28])=[O:27])[NH:24][CH2:23][CH2:22][S:21]4)(=[O:19])=[O:18])=[CH:13][CH:12]=3)=[CH:8][CH:7]=2)=[CH:2]1.[F-].C([N+](CCCC)(CCCC)CCCC)CCC.C1C[O:52]CC1. (3) Given the product [C:1]([C:3]1[CH:8]=[CH:7][C:6]([C:9]2[CH:10]=[N:11][N:12]([C:15]3[CH:23]=[CH:22][C:18]([C:19]([NH:33][C:30]4([CH2:29][CH2:28][O:27][CH3:26])[CH2:32][CH2:31]4)=[O:21])=[CH:17][N:16]=3)[C:13]=2[OH:14])=[C:5]([O:24][CH3:25])[CH:4]=1)#[N:2], predict the reactants needed to synthesize it. The reactants are: [C:1]([C:3]1[CH:8]=[CH:7][C:6]([C:9]2[CH:10]=[N:11][N:12]([C:15]3[CH:23]=[CH:22][C:18]([C:19]([OH:21])=O)=[CH:17][N:16]=3)[C:13]=2[OH:14])=[C:5]([O:24][CH3:25])[CH:4]=1)#[N:2].[CH3:26][O:27][CH2:28][CH2:29][C:30]1([NH2:33])[CH2:32][CH2:31]1. (4) Given the product [N+:1]([C:4]1[CH:5]=[CH:6][C:7]2[O:12][C@:11]([CH3:18])([CH:13]([O:16][CH3:17])[O:14][CH3:15])[C@H:10]([OH:19])[C@@H:9]([N:32]([C:23]3[CH:24]=[C:25]([C:28]([O:30][CH3:31])=[O:29])[CH:26]=[CH:27][C:22]=3[CH3:21])[CH2:33][C:34]3[N:35]=[N:36][N:37]([CH3:39])[N:38]=3)[C:8]=2[CH:20]=1)([O-:3])=[O:2], predict the reactants needed to synthesize it. The reactants are: [N+:1]([C:4]1[CH:5]=[CH:6][C:7]2[O:12][C@:11]([CH3:18])([CH:13]([O:16][CH3:17])[O:14][CH3:15])[C@@H:10]3[O:19][C@@H:9]3[C:8]=2[CH:20]=1)([O-:3])=[O:2].[CH3:21][C:22]1[CH:27]=[CH:26][C:25]([C:28]([O:30][CH3:31])=[O:29])=[CH:24][C:23]=1[NH:32][CH2:33][C:34]1[N:35]=[N:36][N:37]([CH3:39])[N:38]=1.